From a dataset of Forward reaction prediction with 1.9M reactions from USPTO patents (1976-2016). Predict the product of the given reaction. (1) Given the reactants [F:1][C:2]1([F:18])[CH2:6][N:5]([C:7]([O:9][C:10]([CH3:13])([CH3:12])[CH3:11])=[O:8])[C@H:4]([C:14]([O:16]C)=[O:15])[CH2:3]1, predict the reaction product. The product is: [C:10]([O:9][C:7]([N:5]1[CH2:6][C:2]([F:1])([F:18])[CH2:3][C@H:4]1[C:14]([OH:16])=[O:15])=[O:8])([CH3:13])([CH3:11])[CH3:12]. (2) Given the reactants [F:1][C:2]([F:26])([F:25])[C:3]1[CH:24]=[CH:23][CH:22]=[CH:21][C:4]=1[O:5][CH:6]1[CH2:11][CH2:10][N:9]([C:12]2[S:13][C:14]([S:17](Cl)(=[O:19])=[O:18])=[CH:15][N:16]=2)[CH2:8][CH2:7]1.[NH3:27], predict the reaction product. The product is: [F:1][C:2]([F:26])([F:25])[C:3]1[CH:24]=[CH:23][CH:22]=[CH:21][C:4]=1[O:5][CH:6]1[CH2:11][CH2:10][N:9]([C:12]2[S:13][C:14]([S:17]([NH2:27])(=[O:19])=[O:18])=[CH:15][N:16]=2)[CH2:8][CH2:7]1. (3) Given the reactants [Cl:1][C:2]1[CH:3]=[C:4]([N+:12]([O-:14])=[O:13])[C:5]([CH3:11])=[C:6]([CH:10]=1)[C:7]([OH:9])=[O:8].[C:15]([O-])([O-])=O.[Na+].[Na+].IC, predict the reaction product. The product is: [Cl:1][C:2]1[CH:3]=[C:4]([N+:12]([O-:14])=[O:13])[C:5]([CH3:11])=[C:6]([CH:10]=1)[C:7]([O:9][CH3:15])=[O:8]. (4) Given the reactants [CH2:1]([O:8][C:9]1[C:14]([OH:15])=[CH:13][C:12]([C:16]2[CH:21]=[CH:20][CH:19]=[C:18]([N:22]3[C:26]([CH3:27])=[CH:25][CH:24]=[C:23]3[CH3:28])[N:17]=2)=[C:11]([O:29][CH3:30])[CH:10]=1)[C:2]1[CH:7]=[CH:6][CH:5]=[CH:4][CH:3]=1.[OH-].[K+].[CH2:33]1OCCOC2C(=CC=CC=2)OCCOCCOC2C(=CC=CC=2)OC1.CI, predict the reaction product. The product is: [CH2:1]([O:8][C:9]1[C:14]([O:15][CH3:33])=[CH:13][C:12]([C:16]2[CH:21]=[CH:20][CH:19]=[C:18]([N:22]3[C:23]([CH3:28])=[CH:24][CH:25]=[C:26]3[CH3:27])[N:17]=2)=[C:11]([O:29][CH3:30])[CH:10]=1)[C:2]1[CH:7]=[CH:6][CH:5]=[CH:4][CH:3]=1. (5) Given the reactants [H-].[Na+].[CH3:3][N:4]([CH3:8])[CH2:5][CH2:6][OH:7].[Cl:9][C:10]1[N:15]=[CH:14][N:13]=[C:12]([N:16]2[C:20](=[O:21])[C:19]([C:22]3[CH:23]=[N:24][CH:25]=[CH:26][CH:27]=3)=[CH:18][NH:17]2)[CH:11]=1.Cl, predict the reaction product. The product is: [ClH:9].[CH3:3][N:4]([CH3:8])[CH2:5][CH2:6][O:7][C:10]1[N:15]=[CH:14][N:13]=[C:12]([N:16]2[C:20](=[O:21])[C:19]([C:22]3[CH:23]=[N:24][CH:25]=[CH:26][CH:27]=3)=[CH:18][NH:17]2)[CH:11]=1. (6) Given the reactants [C:1]1([OH:15])[C:14]2[S:13][C:12]3[C:7](=[CH:8][CH:9]=[CH:10][CH:11]=3)[S:6][C:5]=2[CH:4]=[CH:3][CH:2]=1.[Br:16]Br.O, predict the reaction product. The product is: [Br:16][C:4]1[C:5]2[S:6][C:7]3[C:12](=[CH:11][CH:10]=[CH:9][CH:8]=3)[S:13][C:14]=2[C:1]([OH:15])=[CH:2][CH:3]=1. (7) Given the reactants [Cl:1][C:2]1[CH:7]=[C:6](Cl)[CH:5]=[C:4]([Cl:9])[N:3]=1.[CH:10]1([C:14]#[N:15])[CH2:13][CH2:12][CH2:11]1.C[Si]([N-][Si](C)(C)C)(C)C.[Li+], predict the reaction product. The product is: [Cl:1][C:2]1[CH:7]=[C:6]([C:10]2([C:14]#[N:15])[CH2:13][CH2:12][CH2:11]2)[CH:5]=[C:4]([Cl:9])[N:3]=1.